From a dataset of Full USPTO retrosynthesis dataset with 1.9M reactions from patents (1976-2016). Predict the reactants needed to synthesize the given product. (1) Given the product [F:21][C:2]([F:1])([F:20])[C:3]1[CH:4]=[C:5]([C:9]2[CH:18]=[CH:17][C:16]3[CH2:15][CH2:14][CH2:13][CH:12]([NH:19][C:28]([C:23]4[CH:24]=[N:25][CH:26]=[CH:27][N:22]=4)=[O:29])[C:11]=3[N:10]=2)[CH:6]=[CH:7][CH:8]=1, predict the reactants needed to synthesize it. The reactants are: [F:1][C:2]([F:21])([F:20])[C:3]1[CH:4]=[C:5]([C:9]2[CH:18]=[CH:17][C:16]3[CH2:15][CH2:14][CH2:13][CH:12]([NH2:19])[C:11]=3[N:10]=2)[CH:6]=[CH:7][CH:8]=1.[N:22]1[CH:27]=[CH:26][N:25]=[CH:24][C:23]=1[C:28](O)=[O:29].CN(C(ON1N=NC2C=CC=NC1=2)=[N+](C)C)C.F[P-](F)(F)(F)(F)F.CCN(C(C)C)C(C)C. (2) Given the product [C:3]([N:2]([CH2:9][C:8]([OH:11])=[O:10])[CH3:1])(=[O:5])[CH3:4], predict the reactants needed to synthesize it. The reactants are: [CH3:1][NH:2][C:3](=[O:5])[CH3:4].C=O.[C:8]([OH:11])(=[O:10])[CH3:9]. (3) Given the product [CH2:31]([O:30][C:29](=[O:35])[NH:28][C:24]1[CH:25]=[CH:26][CH:27]=[C:22]([CH2:38][CH2:37][CH:36]=[O:39])[CH:23]=1)[CH2:34][CH2:6][CH3:7], predict the reactants needed to synthesize it. The reactants are: F[B-](F)(F)F.[C:6]([PH+](C(C)(C)C)C(C)(C)C)(C)(C)[CH3:7].N#N.Br[C:22]1[CH:23]=[C:24]([NH:28][C:29](=[O:35])[O:30][C:31]([CH3:34])(C)C)[CH:25]=[CH:26][CH:27]=1.[CH2:36]([OH:39])[CH:37]=[CH2:38].C1(N(C)C2CCCCC2)CCCCC1. (4) Given the product [N+:21](=[C:5]([C:1](=[O:4])[CH2:2][CH3:3])[C:6]([O:8][CH2:9][CH3:10])=[O:7])=[N-:22], predict the reactants needed to synthesize it. The reactants are: [C:1]([CH2:5][C:6]([O:8][CH2:9][CH3:10])=[O:7])(=[O:4])[CH2:2][CH3:3].S([N:21]=[N+:22]=[N-])(C1C=CC(C)=CC=1)(=O)=O. (5) The reactants are: [F:1][CH:2]([F:34])[C:3]([NH:5][CH2:6][C@@H:7]1[O:11][C:10](=[O:12])[N:9]([C:13]2[CH:18]=[C:17]([F:19])[C:16]([N:20]3[CH2:25][CH2:24][N:23](C(OC(C)(C)C)=O)[CH2:22][CH2:21]3)=[C:15]([F:33])[CH:14]=2)[CH2:8]1)=[S:4].[F:35][C:36]([F:41])([F:40])[C:37]([OH:39])=[O:38]. Given the product [F:35][C:36]([F:41])([F:40])[C:37]([OH:39])=[O:38].[F:19][C:17]1[CH:18]=[C:13]([N:9]2[CH2:8][C@H:7]([CH2:6][NH:5][C:3](=[S:4])[CH:2]([F:1])[F:34])[O:11][C:10]2=[O:12])[CH:14]=[C:15]([F:33])[C:16]=1[N:20]1[CH2:21][CH2:22][NH:23][CH2:24][CH2:25]1, predict the reactants needed to synthesize it. (6) Given the product [Cl:1][C:2]1[N:3]=[C:4]([NH:23][CH3:22])[C:5]2[CH2:10][CH2:9][CH:8]([C:11]3[CH:12]=[N:13][C:14]([C:17]([F:20])([F:19])[F:18])=[CH:15][CH:16]=3)[C:6]=2[N:7]=1, predict the reactants needed to synthesize it. The reactants are: [Cl:1][C:2]1[N:3]=[C:4](Cl)[C:5]2[CH2:10][CH2:9][CH:8]([C:11]3[CH:12]=[N:13][C:14]([C:17]([F:20])([F:19])[F:18])=[CH:15][CH:16]=3)[C:6]=2[N:7]=1.[CH3:22][NH2:23].